From a dataset of Full USPTO retrosynthesis dataset with 1.9M reactions from patents (1976-2016). Predict the reactants needed to synthesize the given product. (1) The reactants are: Cl[C:2]1[C:11]([N:12]([CH:14]([CH3:16])[CH3:15])[CH3:13])=[N:10][C:9]2[C:4](=[CH:5][CH:6]=[C:7]([C:17]([O:19][CH3:20])=[O:18])[CH:8]=2)[N:3]=1.[O-]P([O-])([O-])=O.[K+].[K+].[K+].[CH3:29][O:30][C:31]1[N:36]=[CH:35][C:34](B(O)O)=[CH:33][CH:32]=1. Given the product [CH:14]([N:12]([CH3:13])[C:11]1[C:2]([C:34]2[CH:35]=[N:36][C:31]([O:30][CH3:29])=[CH:32][CH:33]=2)=[N:3][C:4]2[C:9]([N:10]=1)=[CH:8][C:7]([C:17]([O:19][CH3:20])=[O:18])=[CH:6][CH:5]=2)([CH3:16])[CH3:15], predict the reactants needed to synthesize it. (2) Given the product [C:1]([O:5][C:6]([NH:8][C@@H:9]([CH2:37][C:38]1[CH:43]=[CH:42][CH:41]=[CH:40][CH:39]=1)[C@H:10]([OH:29])[CH2:11][CH:12]([NH:63][C:66](=[O:51])[O:75][CH2:68][C:69]1[CH:74]=[CH:73][CH:72]=[CH:71][CH:70]=1)[CH2:16][C:17]1[CH:22]=[CH:21][C:20]([C:23]2[CH:28]=[CH:27][CH:26]=[CH:25][N:24]=2)=[CH:19][CH:18]=1)=[O:7])([CH3:3])([CH3:2])[CH3:4], predict the reactants needed to synthesize it. The reactants are: [C:1]([O:5][C:6]([NH:8][C@@H:9]([CH2:37][C:38]1[CH:43]=[CH:42][CH:41]=[CH:40][CH:39]=1)[C@H:10]([O:29][Si](C(C)(C)C)(C)C)[CH2:11][CH:12]([CH2:16][C:17]1[CH:22]=[CH:21][C:20]([C:23]2[CH:28]=[CH:27][CH:26]=[CH:25][N:24]=2)=[CH:19][CH:18]=1)C(O)=O)=[O:7])([CH3:4])([CH3:3])[CH3:2].C1C=CC(P(N=[N+]=[N-])(C2C=CC=CC=2)=[O:51])=CC=1.C([N:63]([CH2:66]C)CC)C.[CH2:68]([OH:75])[C:69]1[CH:74]=[CH:73][CH:72]=[CH:71][CH:70]=1. (3) Given the product [C:12]([O:11][C:9]([N:1]1[CH2:6][CH2:5][NH:4][CH2:3][CH2:2]1)=[O:10])([CH3:15])([CH3:14])[CH3:13], predict the reactants needed to synthesize it. The reactants are: [NH:1]1[CH2:6][CH2:5][NH:4][CH2:3][CH2:2]1.[OH-].[Na+].[C:9](O[C:9]([O:11][C:12]([CH3:15])([CH3:14])[CH3:13])=[O:10])([O:11][C:12]([CH3:15])([CH3:14])[CH3:13])=[O:10]. (4) Given the product [N:21]1[CH:22]=[CH:23][CH:24]=[CH:25][C:20]=1[C:2]#[C:1][C:3]12[CH2:10][C:7]([NH:11][C:12](=[O:18])[O:13][C:14]([CH3:15])([CH3:17])[CH3:16])([CH2:8][CH2:9]1)[CH2:6][CH2:5][CH2:4]2, predict the reactants needed to synthesize it. The reactants are: [C:1]([C:3]12[CH2:10][C:7]([NH:11][C:12](=[O:18])[O:13][C:14]([CH3:17])([CH3:16])[CH3:15])([CH2:8][CH2:9]1)[CH2:6][CH2:5][CH2:4]2)#[CH:2].Cl[C:20]1[CH:25]=[CH:24][CH:23]=[CH:22][N:21]=1. (5) The reactants are: [N+:1]([C:4]1[C:5]([C:14]([NH2:16])=[O:15])=[N:6][N:7]2[CH2:12][CH2:11][NH:10][C:9](=[O:13])[C:8]=12)([O-])=O. Given the product [NH2:1][C:4]1[C:5]([C:14]([NH2:16])=[O:15])=[N:6][N:7]2[CH2:12][CH2:11][NH:10][C:9](=[O:13])[C:8]=12, predict the reactants needed to synthesize it. (6) Given the product [C:1]([O:5][C:6](=[O:29])[NH:7][C@@:8]([CH2:13][CH2:14][C:15]1[CH:20]=[CH:19][C:18]([OH:21])=[CH:17][CH:16]=1)([CH3:12])[C@H:9]([OH:11])[CH3:10])([CH3:2])([CH3:3])[CH3:4], predict the reactants needed to synthesize it. The reactants are: [C:1]([O:5][C:6](=[O:29])[NH:7][C@@:8]([CH2:13][CH2:14][C:15]1[CH:20]=[CH:19][C:18]([O:21][Si](C(C)(C)C)(C)C)=[CH:17][CH:16]=1)([CH3:12])[C@H:9]([OH:11])[CH3:10])([CH3:4])([CH3:3])[CH3:2].CCOC(C)=O.C([O-])(O)=O.[Na+]. (7) Given the product [C:15]1([N:1]2[C:9]3[C:4](=[CH:5][CH:6]=[C:7]([C:10]([O:12][CH3:13])=[O:11])[CH:8]=3)[CH:3]=[CH:2]2)[CH:20]=[CH:19][CH:18]=[CH:17][CH:16]=1, predict the reactants needed to synthesize it. The reactants are: [NH:1]1[C:9]2[C:4](=[CH:5][CH:6]=[C:7]([C:10]([O:12][CH3:13])=[O:11])[CH:8]=2)[CH:3]=[CH:2]1.I[C:15]1[CH:20]=[CH:19][CH:18]=[CH:17][CH:16]=1. (8) Given the product [C@H:1]1([NH:11][C:12]([C@@H:14]2[CH2:23][C:22]3[C:17](=[CH:18][C:19]([C:24]([O:26][CH3:27])=[O:25])=[CH:20][CH:21]=3)[CH2:16][NH:15]2)=[O:13])[C:10]2[C:5](=[CH:6][CH:7]=[CH:8][CH:9]=2)[CH2:4][CH2:3][CH2:2]1, predict the reactants needed to synthesize it. The reactants are: [C@H:1]1([NH:11][C:12]([C@@H:14]2[CH2:23][C:22]3[C:17](=[CH:18][C:19]([C:24]([O:26][CH3:27])=[O:25])=[CH:20][CH:21]=3)[CH2:16][N:15]2C(OC(C)(C)C)=O)=[O:13])[C:10]2[C:5](=[CH:6][CH:7]=[CH:8][CH:9]=2)[CH2:4][CH2:3][CH2:2]1.C(O)(C(F)(F)F)=O.